This data is from Reaction yield outcomes from USPTO patents with 853,638 reactions. The task is: Predict the reaction yield, written as a fraction of the theoretical maximum amount of product (1.0 means a 100% yield; for example, 0.34 means a 34% yield). (1) The reactants are [C:1]([C:3]1[CH:8]=[CH:7][C:6]([C:9](=O)/[CH:10]=[C:11](\O)/[C:12]([O:14][CH2:15][CH3:16])=[O:13])=[CH:5][CH:4]=1)#[N:2].[CH3:19][NH:20][NH2:21]. The catalyst is C(O)C. The product is [C:1]([C:3]1[CH:8]=[CH:7][C:6]([C:9]2[CH:10]=[C:11]([C:12]([O:14][CH2:15][CH3:16])=[O:13])[N:20]([CH3:19])[N:21]=2)=[CH:5][CH:4]=1)#[N:2]. The yield is 0.332. (2) The reactants are Br[C:2]1[N:7]=[C:6]([C:8]([NH2:10])=[O:9])[C:5]([NH:11][CH:12]2[CH2:15][O:14][CH2:13]2)=[CH:4][CH:3]=1.[Br:16][C:17]1[CH:18]=[CH:19][C:20]([F:26])=[C:21](B(O)O)[CH:22]=1. No catalyst specified. The product is [Br:16][C:17]1[CH:22]=[CH:21][C:20]([F:26])=[C:19]([C:2]2[N:7]=[C:6]([C:8]([NH2:10])=[O:9])[C:5]([NH:11][CH:12]3[CH2:15][O:14][CH2:13]3)=[CH:4][CH:3]=2)[CH:18]=1. The yield is 0.400. (3) The yield is 0.536. The catalyst is CN(C=O)C.C(Cl)Cl. The product is [F:3][C:4]1[CH:12]=[CH:11][C:10]2[N:9]([S:24]([C:18]3[CH:23]=[CH:22][CH:21]=[CH:20][CH:19]=3)(=[O:26])=[O:25])[C:8]3[CH2:13][CH2:14][NH:15][C:16](=[O:17])[C:7]=3[C:6]=2[CH:5]=1. The reactants are [H-].[Na+].[F:3][C:4]1[CH:12]=[CH:11][C:10]2[NH:9][C:8]3[CH2:13][CH2:14][NH:15][C:16](=[O:17])[C:7]=3[C:6]=2[CH:5]=1.[C:18]1([S:24](Cl)(=[O:26])=[O:25])[CH:23]=[CH:22][CH:21]=[CH:20][CH:19]=1.CO. (4) The reactants are [Cl:1][C:2]1[C:11](Cl)=[N:10][C:9]2[C:4](=[CH:5][CH:6]=[C:7]([Cl:13])[CH:8]=2)[N:3]=1.O.[NH2:15][NH2:16]. The catalyst is CCO. The product is [Cl:1][C:2]1[C:11]([NH:15][NH2:16])=[N:10][C:9]2[C:4](=[CH:5][CH:6]=[C:7]([Cl:13])[CH:8]=2)[N:3]=1. The yield is 0.340. (5) The reactants are [Cl:1][C:2]1[CH:10]=[C:9]2[C:5]([C:6]([C:11](=[O:16])[C:12]([F:15])([F:14])[F:13])=[CH:7][NH:8]2)=[CH:4][CH:3]=1.C(=O)([O-])[O-].[K+].[K+].I[CH:24]([CH3:26])[CH3:25]. The catalyst is CN(C)C=O. The product is [Cl:1][C:2]1[CH:10]=[C:9]2[C:5]([C:6]([C:11](=[O:16])[C:12]([F:13])([F:14])[F:15])=[CH:7][N:8]2[CH:24]([CH3:26])[CH3:25])=[CH:4][CH:3]=1. The yield is 0.830. (6) The reactants are C([O-])(=O)C.C([O-])(=O)C.C([O-])(=O)C.[Br:13][C:14]1[CH:15]=[CH:16][C:17]([CH2:21][CH3:22])=[C:18]([Pb+3])[CH:19]=1.[CH:23]12[CH2:30][CH:27]([CH2:28][CH2:29]1)[C:26](=[O:31])[CH2:25][C:24]2=[O:32].C1(C)C=CC=CC=1. The catalyst is C(Cl)(Cl)Cl.CN(C)C1C=CN=CC=1. The product is [Br:13][C:14]1[CH:15]=[CH:16][C:17]([CH2:21][CH3:22])=[C:18]([CH:25]2[C:26](=[O:31])[CH:27]3[CH2:30][CH:23]([CH2:29][CH2:28]3)[C:24]2=[O:32])[CH:19]=1. The yield is 0.550. (7) The reactants are [NH2:1][C:2]1[N:7]=[C:6]([NH:8][C:9](=[O:17])[C:10]2[CH:15]=[CH:14][C:13]([F:16])=[CH:12][CH:11]=2)[CH:5]=[CH:4][CH:3]=1.[C:18]([N:25]1[CH2:30][CH2:29][C:28](=O)[CH2:27][CH2:26]1)([O:20][C:21]([CH3:24])([CH3:23])[CH3:22])=[O:19].C(O[BH-](OC(=O)C)OC(=O)C)(=O)C.[Na+]. The catalyst is ClCCCl. The product is [C:21]([O:20][C:18]([N:25]1[CH2:30][CH2:29][CH:28]([NH:1][C:2]2[CH:3]=[CH:4][CH:5]=[C:6]([NH:8][C:9](=[O:17])[C:10]3[CH:15]=[CH:14][C:13]([F:16])=[CH:12][CH:11]=3)[N:7]=2)[CH2:27][CH2:26]1)=[O:19])([CH3:24])([CH3:22])[CH3:23]. The yield is 0.900. (8) The reactants are [Cl:1][C:2]1[CH:3]=[C:4]([CH:22]=[C:23](Cl)[CH:24]=1)[CH2:5][NH:6][C:7]1[CH:12]=[CH:11][C:10]([N+:13]([O-:15])=[O:14])=[C:9]([N:16]2[CH2:21][CH2:20][NH:19][CH2:18][CH2:17]2)[CH:8]=1.Cl. The catalyst is ClCCl.C(OCC)C. The product is [ClH:1].[Cl:1][C:2]1[CH:3]=[C:4]([CH:22]=[CH:23][CH:24]=1)[CH2:5][NH:6][C:7]1[CH:12]=[CH:11][C:10]([N+:13]([O-:15])=[O:14])=[C:9]([N:16]2[CH2:21][CH2:20][NH:19][CH2:18][CH2:17]2)[CH:8]=1. The yield is 0.610. (9) The reactants are [CH:1]1([C:7]2[C:8]3[CH:9]=[CH:10][C:11]([C:30](=[O:38])[NH:31][S:32]([N:35]([CH3:37])[CH3:36])(=[O:34])=[O:33])=[CH:12][C:13]=3[N:14]3[CH2:20][C:19]([C:21]([OH:23])=O)=[CH:18][C:17]4[CH:24]=[C:25]([O:28][CH3:29])[CH:26]=[CH:27][C:16]=4[C:15]=23)[CH2:6][CH2:5][CH2:4][CH2:3][CH2:2]1.Cl.Cl.C([N:48]1[CH2:56][C@H:55]2[C@H:50]([NH:51][CH2:52][CH2:53][CH2:54]2)[CH2:49]1)C1C=CC=CC=1.CN(C(ON1N=NC2C=CC=NC1=2)=[N+](C)C)C.F[P-](F)(F)(F)(F)F.Cl. The catalyst is CN(C=O)C.[Pd].CO.CCOC(C)=O.O. The product is [CH:1]1([C:7]2[C:8]3[CH:9]=[CH:10][C:11]([C:30]([NH:31][S:32]([N:35]([CH3:36])[CH3:37])(=[O:33])=[O:34])=[O:38])=[CH:12][C:13]=3[N:14]3[CH2:20][C:19]([C:21]([N:51]4[CH2:52][CH2:53][CH2:54][C@H:55]5[CH2:56][NH:48][CH2:49][C@@H:50]45)=[O:23])=[CH:18][C:17]4[CH:24]=[C:25]([O:28][CH3:29])[CH:26]=[CH:27][C:16]=4[C:15]=23)[CH2:2][CH2:3][CH2:4][CH2:5][CH2:6]1. The yield is 0.610. (10) The product is [ClH:22].[CH2:1]([C:3]1[C:8]([CH2:9][S:10][C:11]2[N:16]=[C:15]([OH:17])[CH:14]=[C:13]([C:18]([F:21])([F:20])[F:19])[N:12]=2)=[CH:7][CH:6]=[CH:5][N:4]=1)[CH3:2]. The catalyst is CO. The yield is 0.920. The reactants are [CH2:1]([C:3]1[C:8]([CH2:9][S:10][C:11]2[N:16]=[C:15]([OH:17])[CH:14]=[C:13]([C:18]([F:21])([F:20])[F:19])[N:12]=2)=[CH:7][CH:6]=[CH:5][N:4]=1)[CH3:2].[ClH:22].O1CCOCC1.